From a dataset of Reaction yield outcomes from USPTO patents with 853,638 reactions. Predict the reaction yield, written as a fraction of the theoretical maximum amount of product (1.0 means a 100% yield; for example, 0.34 means a 34% yield). (1) The reactants are [CH2:1]([S:8][C:9]1[N:10]=[C:11](Cl)[C:12]2[S:17][C:16]([NH2:18])=[N:15][C:13]=2[N:14]=1)[C:2]1[CH:7]=[CH:6][CH:5]=[CH:4][CH:3]=1.CCN(C(C)C)C(C)C.[NH2:29][C@H:30]([CH2:33][CH2:34][CH3:35])[CH2:31][OH:32].O. The catalyst is CN1C(=O)CCC1. The product is [NH2:18][C:16]1[S:17][C:12]2[C:11]([NH:29][C@H:30]([CH2:33][CH2:34][CH3:35])[CH2:31][OH:32])=[N:10][C:9]([S:8][CH2:1][C:2]3[CH:7]=[CH:6][CH:5]=[CH:4][CH:3]=3)=[N:14][C:13]=2[N:15]=1. The yield is 0.970. (2) The catalyst is O1CCCC1.C(=O)(O)[O-].[Na+]. The yield is 0.945. The reactants are [C:1]1([C:7]2[N:16]=[C:10]3[CH:11]=[C:12]([NH2:15])[CH:13]=[CH:14][N:9]3[N:8]=2)[CH:6]=[CH:5][CH:4]=[CH:3][CH:2]=1.[CH3:17][O:18][C:19]([C:21]1[CH:22]=[N:23][N:24]([CH3:29])[C:25]=1[C:26](O)=[O:27])=[O:20].CCCP(=O)=O.C(N(C(C)C)CC)(C)C. The product is [CH3:29][N:24]1[C:25]([C:26](=[O:27])[NH:15][C:12]2[CH:13]=[CH:14][N:9]3[N:8]=[C:7]([C:1]4[CH:2]=[CH:3][CH:4]=[CH:5][CH:6]=4)[N:16]=[C:10]3[CH:11]=2)=[C:21]([C:19]([O:18][CH3:17])=[O:20])[CH:22]=[N:23]1. (3) The reactants are Cl[C:2]1[CH:3]=[C:4]([CH:9]=[C:10]([Cl:12])[N:11]=1)[C:5]([O:7][CH3:8])=[O:6].[C:13]1(C)C=CC=C[CH:14]=1.C([Sn](CCCC)(CCCC)C=C)CCC. The catalyst is C(OCC)C.C1C=CC(/C=C/C(/C=C/C2C=CC=CC=2)=O)=CC=1.C1C=CC(/C=C/C(/C=C/C2C=CC=CC=2)=O)=CC=1.C1C=CC(/C=C/C(/C=C/C2C=CC=CC=2)=O)=CC=1.[Pd].[Pd]. The product is [CH3:8][O:7][C:5](=[O:6])[C:4]1[CH:3]=[C:2]([CH:13]=[CH2:14])[N:11]=[C:10]([Cl:12])[CH:9]=1. The yield is 0.700. (4) The product is [NH2:54][CH2:55][CH2:56][NH:61][C:42]([C:8]1[S:7][C:6]2[CH:45]=[C:2]([F:1])[CH:3]=[CH:4][C:5]=2[C:9]=1[CH:10]1[CH2:11][CH2:12][N:13]([CH2:16][CH2:17][CH2:18][N:19]2[C:27]3[CH2:26][CH2:25][N:24]([S:28]([CH3:31])(=[O:29])=[O:30])[CH2:23][C:22]=3[C:21]([C:32]3[CH:33]=[CH:34][C:35]([C:38]([F:40])([F:39])[F:41])=[CH:36][CH:37]=3)=[N:20]2)[CH2:14][CH2:15]1)=[O:43]. The yield is 0.660. The reactants are [F:1][C:2]1[CH:3]=[CH:4][C:5]2[C:9]([CH:10]3[CH2:15][CH2:14][N:13]([CH2:16][CH2:17][CH2:18][N:19]4[C:27]5[CH2:26][CH2:25][N:24]([S:28]([CH3:31])(=[O:30])=[O:29])[CH2:23][C:22]=5[C:21]([C:32]5[CH:37]=[CH:36][C:35]([C:38]([F:41])([F:40])[F:39])=[CH:34][CH:33]=5)=[N:20]4)[CH2:12][CH2:11]3)=[C:8]([C:42](O)=[O:43])[S:7][C:6]=2[CH:45]=1.CN(C(O[N:54]1N=[N:61][C:56]2C=CC=C[C:55]1=2)=[N+](C)C)C.F[P-](F)(F)(F)(F)F.CCN(C(C)C)C(C)C.C(N)CN. The catalyst is CN(C=O)C.